This data is from Reaction yield outcomes from USPTO patents with 853,638 reactions. The task is: Predict the reaction yield, written as a fraction of the theoretical maximum amount of product (1.0 means a 100% yield; for example, 0.34 means a 34% yield). (1) The reactants are ClC1N=C([C:8]2[N:12]3[CH:13]=[CH:14]C=CC3=[N:10][CH:9]=2)C(Cl)=CN=1.[Cl:18][C:19]1[C:20]([C:44]2[N:48]3[CH:49]=[CH:50][CH:51]=[CH:52][C:47]3=[N:46][CH:45]=2)=[N:21][C:22]([NH:25][C:26]2[CH:41]=[CH:40][C:29](OC3CCN(C(=O)C)CC3)=[CH:28][C:27]=2[O:42][CH3:43])=[N:23][CH:24]=1.CC1(C)C2C=CC=C(P(C3C=CC=CC=3)C3C=CC=CC=3)C=2[O:61]C2C1=CC=CC=2P(C1C=CC=CC=1)C1C=CC=CC=1.C(=O)([O-])[O-].[Cs+].[Cs+]. The yield is 0.110. The catalyst is O1CCOCC1.C1C=CC(/C=C/C(/C=C/C2C=CC=CC=2)=O)=CC=1.C1C=CC(/C=C/C(/C=C/C2C=CC=CC=2)=O)=CC=1.[Pd]. The product is [Cl:18][C:19]1[C:20]([C:44]2[N:48]3[CH:49]=[CH:50][CH:51]=[CH:52][C:47]3=[N:46][CH:45]=2)=[N:21][C:22]([NH:25][C:26]2[CH:41]=[CH:40][C:29]([N:10]3[CH2:14][CH2:13][NH:12][C:8](=[O:61])[CH2:9]3)=[CH:28][C:27]=2[O:42][CH3:43])=[N:23][CH:24]=1. (2) The reactants are [OH:1][C@H:2]([CH3:7])[C:3]([O:5][CH3:6])=[O:4].[CH3:8][S:9](Cl)(=[O:11])=[O:10]. The catalyst is C1(C)C=CC=CC=1. The product is [CH3:8][S:9]([O:1][C@H:2]([CH3:7])[C:3]([O:5][CH3:6])=[O:4])(=[O:11])=[O:10]. The yield is 0.990. (3) The product is [Cl:25][C:26]1[CH:27]=[C:28]([C:5]2[CH:6]=[CH:7][C:8]([C:10]3[S:11][CH:12]=[C:13]([C:15]4[CH:20]=[CH:19][C:18]([Cl:21])=[C:17]([Cl:22])[CH:16]=4)[N:14]=3)=[CH:9][C:4]=2[C:3]([OH:2])=[O:24])[CH:29]=[N:30][CH:31]=1. The reactants are C[O:2][C:3](=[O:24])[C:4]1[CH:9]=[C:8]([C:10]2[S:11][CH:12]=[C:13]([C:15]3[CH:20]=[CH:19][C:18]([Cl:21])=[C:17]([Cl:22])[CH:16]=3)[N:14]=2)[CH:7]=[CH:6][C:5]=1Br.[Cl:25][C:26]1[CH:27]=[C:28](B(O)O)[CH:29]=[N:30][CH:31]=1. The yield is 0.0800. No catalyst specified. (4) The product is [Cl:1][C:2]1[CH:7]=[C:6]([OH:8])[C:5]([Cl:9])=[CH:4][C:3]=1[CH2:10][CH2:11][C:12]([O:14][C:15]([CH3:18])([CH3:17])[CH3:16])=[O:13]. The yield is 0.870. The catalyst is C(OCC)(=O)C.[Rh]. The reactants are [Cl:1][C:2]1[CH:7]=[C:6]([OH:8])[C:5]([Cl:9])=[CH:4][C:3]=1/[CH:10]=[CH:11]/[C:12]([O:14][C:15]([CH3:18])([CH3:17])[CH3:16])=[O:13].[H][H]. (5) The reactants are Cl[C:2]1[C:11]2[C:6](=[CH:7][CH:8]=[CH:9][CH:10]=2)[CH:5]=[C:4]([C:12]2[CH:17]=[CH:16][CH:15]=[CH:14][C:13]=2[C:18]([F:21])([F:20])[F:19])[N:3]=1.[NH:22]1[CH:26]=[N:25][C:24]([NH2:27])=[N:23]1. The catalyst is C(O)C. The product is [NH:22]1[CH:26]=[N:25][C:24]([NH:27][C:2]2[C:11]3[C:6](=[CH:7][CH:8]=[CH:9][CH:10]=3)[CH:5]=[C:4]([C:12]3[CH:17]=[CH:16][CH:15]=[CH:14][C:13]=3[C:18]([F:21])([F:20])[F:19])[N:3]=2)=[N:23]1. The yield is 0.0400. (6) The reactants are [CH3:1][C:2]1[CH:3]=[C:4]([CH:18]=[C:19]([CH3:21])[CH:20]=1)[O:5][CH2:6][C:7]([NH:9][CH2:10][CH2:11][CH2:12][CH2:13][CH2:14][C:15]([OH:17])=[O:16])=[O:8].[N+:22]([C:25]1[CH:26]=[C:27]([S:31]([CH2:34][CH2:35]O)(=[O:33])=[O:32])[CH:28]=[CH:29][CH:30]=1)([O-:24])=[O:23].O.C1(C)C=CC(S(O)(=O)=O)=CC=1.O. The catalyst is C1(C)C=CC=CC=1. The product is [N+:22]([C:25]1[CH:26]=[C:27]([S:31]([CH2:34][CH2:35][O:16][C:15](=[O:17])[CH2:14][CH2:13][CH2:12][CH2:11][CH2:10][NH:9][C:7](=[O:8])[CH2:6][O:5][C:4]2[CH:18]=[C:19]([CH3:21])[CH:20]=[C:2]([CH3:1])[CH:3]=2)(=[O:33])=[O:32])[CH:28]=[CH:29][CH:30]=1)([O-:24])=[O:23]. The yield is 0.890.